This data is from Full USPTO retrosynthesis dataset with 1.9M reactions from patents (1976-2016). The task is: Predict the reactants needed to synthesize the given product. The reactants are: [NH2:1][C@@:2]([C:7]1[CH:12]=[CH:11][C:10]([Cl:13])=[C:9]([N+:14]([O-:16])=[O:15])[CH:8]=1)([CH3:6])[C:3]([OH:5])=[O:4].C(N(CC)CC)C.C(OC(O)=O)(=O)O.[C:31]([O:35][C:36](O[C:36]([O:35][C:31]([CH3:34])([CH3:33])[CH3:32])=[O:37])=[O:37])([CH3:34])([CH3:33])[CH3:32]. Given the product [C:31]([O:35][C:36]([NH:1][C@@:2]([C:7]1[CH:12]=[CH:11][C:10]([Cl:13])=[C:9]([N+:14]([O-:16])=[O:15])[CH:8]=1)([CH3:6])[C:3]([OH:5])=[O:4])=[O:37])([CH3:34])([CH3:33])[CH3:32], predict the reactants needed to synthesize it.